Binary Classification. Given a drug SMILES string, predict its activity (active/inactive) in a high-throughput screening assay against a specified biological target. From a dataset of Cav3 T-type calcium channel HTS with 100,875 compounds. (1) The drug is O1c2c(C(c3cc(OC)c(OC)cc3)C(=C1N)C#N)ccc(O)c2. The result is 0 (inactive). (2) The drug is O=C1N(C(=O)NC21CCCCCC2)CC(=O)N(C(C)C)C(C)C. The result is 0 (inactive). (3) The compound is s1c(C(=O)C2C(O)(NC(=O)NC2c2oc(cc2)C)C(F)(F)F)ccc1. The result is 0 (inactive). (4) The drug is O=c1[nH]c(=O)n(c2nc(N(Cc3ccccc3)Cc3ccccc3)[nH]c12)C. The result is 0 (inactive). (5) The drug is O=C(NC1C(CCCC1)C)Cn1c2c(occ2)cc1C(OCC)=O. The result is 0 (inactive). (6) The drug is S(=O)(=O)(Cc1nc(oc1C)c1c(cccc1)C)CC(=O)Nc1c(F)ccc(F)c1. The result is 1 (active).